Dataset: Full USPTO retrosynthesis dataset with 1.9M reactions from patents (1976-2016). Task: Predict the reactants needed to synthesize the given product. (1) Given the product [CH3:29][C:23]1[C:24]([C:25]([O:27][CH3:28])=[O:26])=[C:6]([C:5]2[CH:8]=[CH:9][C:2]([CH3:1])=[CH:3][CH:4]=2)[N:18]2[N:17]=[C:16]([C:10]3[CH:11]=[CH:12][CH:13]=[CH:14][CH:15]=3)[CH:20]=[C:19]2[N:21]=1, predict the reactants needed to synthesize it. The reactants are: [CH3:1][C:2]1[CH:9]=[CH:8][C:5]([CH:6]=O)=[CH:4][CH:3]=1.[C:10]1([C:16]2[CH:20]=[C:19]([NH2:21])[NH:18][N:17]=2)[CH:15]=[CH:14][CH:13]=[CH:12][CH:11]=1.O=[C:23]([CH3:29])[CH2:24][C:25]([O:27][CH3:28])=[O:26].C(C1C(=O)C(Cl)=C(Cl)C(=O)C=1C#N)#N. (2) Given the product [I:14][C:3]1[C:4]2[C:9](=[C:8]([C:10]([OH:13])([CH3:11])[CH3:12])[CH:7]=[CH:6][CH:5]=2)[NH:1][N:2]=1, predict the reactants needed to synthesize it. The reactants are: [NH:1]1[C:9]2[C:4](=[CH:5][CH:6]=[CH:7][C:8]=2[C:10]([OH:13])([CH3:12])[CH3:11])[CH:3]=[N:2]1.[I:14]I.[OH-].[K+]. (3) Given the product [F:27][C:2]1([F:1])[CH2:26][CH2:25][C:5]2([CH2:9][NH:8][C@H:7]([C:20]([O:22][CH2:23][CH3:24])=[O:21])[CH2:6]2)[CH2:4][CH2:3]1, predict the reactants needed to synthesize it. The reactants are: [F:1][C:2]1([F:27])[CH2:26][CH2:25][C:5]2([CH2:9][N:8](C(OCC3C=CC=CC=3)=O)[C@H:7]([C:20]([O:22][CH2:23][CH3:24])=[O:21])[CH2:6]2)[CH2:4][CH2:3]1. (4) Given the product [Cl:1][C:2]1[C:3]([C:16]2[C:21]([F:22])=[CH:20][CH:19]=[CH:18][C:17]=2[Cl:23])=[C:4]([NH:12][CH:13]([CH3:15])[CH3:14])[N:5]=[C:6]([C:24]#[N:25])[N:7]=1, predict the reactants needed to synthesize it. The reactants are: [Cl:1][C:2]1[N:7]=[C:6](S(C)(=O)=O)[N:5]=[C:4]([NH:12][CH:13]([CH3:15])[CH3:14])[C:3]=1[C:16]1[C:21]([F:22])=[CH:20][CH:19]=[CH:18][C:17]=1[Cl:23].[C-:24]#[N:25].[K+]. (5) Given the product [CH3:13][O:12][C:11]1[CH:10]=[CH:9][C:8]2[NH:7][C:6](=[O:14])[C:5]3[S:15][CH:16]=[CH:17][C:4]=3[C:3]=2[C:2]=1[C:26]1[CH:27]=[CH:28][C:29]([CH2:32][CH:33]([NH:35][C:36](=[O:42])[O:37][C:38]([CH3:41])([CH3:40])[CH3:39])[CH3:34])=[CH:30][CH:31]=1, predict the reactants needed to synthesize it. The reactants are: Br[C:2]1[C:3]2[C:4]3[CH:17]=[CH:16][S:15][C:5]=3[C:6](=[O:14])[NH:7][C:8]=2[CH:9]=[CH:10][C:11]=1[O:12][CH3:13].CC1(C)C(C)(C)OB([C:26]2[CH:31]=[CH:30][C:29]([CH2:32][CH:33]([NH:35][C:36](=[O:42])[O:37][C:38]([CH3:41])([CH3:40])[CH3:39])[CH3:34])=[CH:28][CH:27]=2)O1. (6) Given the product [CH3:24][O:23][C:22](=[O:25])[O-:27].[CH3:1][N+:2]([CH3:22])([CH3:21])[CH2:3][CH2:4][CH2:5][CH2:6][CH2:7][CH2:8][CH2:9][CH2:10][CH2:11][CH2:12][CH2:13][CH2:14][CH2:15][CH2:16][CH2:17][CH2:18][CH2:19][CH3:20], predict the reactants needed to synthesize it. The reactants are: [CH3:1][N:2]([CH3:21])[CH2:3][CH2:4][CH2:5][CH2:6][CH2:7][CH2:8][CH2:9][CH2:10][CH2:11][CH2:12][CH2:13][CH2:14][CH2:15][CH2:16][CH2:17][CH2:18][CH2:19][CH3:20].[C:22](=[O:27])([O:25]C)[O:23][CH3:24]. (7) Given the product [C:7]([C@@H:5]1[CH2:4][CH2:3][C:2](=[O:1])[N:6]1[C:22]([O:21][C:18]([CH3:20])([CH3:19])[CH3:17])=[O:23])(=[O:8])[NH2:9], predict the reactants needed to synthesize it. The reactants are: [O:1]=[C:2]1[NH:6][C@H:5]([C:7]([NH2:9])=[O:8])[CH2:4][CH2:3]1.C(N(CC)CC)C.[CH3:17][C:18]([O:21][C:22](O[C:22]([O:21][C:18]([CH3:20])([CH3:19])[CH3:17])=[O:23])=[O:23])([CH3:20])[CH3:19]. (8) The reactants are: [Cl:1][C:2]1[CH:3]=[CH:4][C:5]([O:20][CH2:21][C:22]([CH3:24])=[CH2:23])=[C:6]([CH2:8][C:9]2[N:14]=[C:13]([C:15]([O:17]CC)=[O:16])[CH:12]=[CH:11][CH:10]=2)[CH:7]=1. Given the product [Cl:1][C:2]1[CH:3]=[CH:4][C:5]([O:20][CH2:21][C:22]([CH3:24])=[CH2:23])=[C:6]([CH2:8][C:9]2[N:14]=[C:13]([C:15]([OH:17])=[O:16])[CH:12]=[CH:11][CH:10]=2)[CH:7]=1, predict the reactants needed to synthesize it. (9) Given the product [CH2:1]([S:3]([N:6]1[CH2:11][CH2:10][CH:9]([C:12]2[C:20]3[C:15](=[C:16]([C:31]([NH2:33])=[O:32])[CH:17]=[C:18]([C:21]4[CH:22]=[CH:23][C:24]([CH2:27][CH2:28][NH:29][CH2:30][CH2:37][CH3:38])=[CH:25][CH:26]=4)[CH:19]=3)[NH:14][CH:13]=2)[CH2:8][CH2:7]1)(=[O:5])=[O:4])[CH3:2], predict the reactants needed to synthesize it. The reactants are: [CH2:1]([S:3]([N:6]1[CH2:11][CH2:10][CH:9]([C:12]2[C:20]3[C:15](=[C:16]([C:31]([NH2:33])=[O:32])[CH:17]=[C:18]([C:21]4[CH:26]=[CH:25][C:24]([CH2:27][CH2:28][NH:29][CH3:30])=[CH:23][CH:22]=4)[CH:19]=3)[NH:14][CH:13]=2)[CH2:8][CH2:7]1)(=[O:5])=[O:4])[CH3:2].CN.O1CC[CH2:38][CH2:37]1.